From a dataset of Forward reaction prediction with 1.9M reactions from USPTO patents (1976-2016). Predict the product of the given reaction. (1) Given the reactants C([N:8]1[CH2:18][CH2:17][C:11]2([NH:15][CH:14]=[N:13][C:12]2=[O:16])[CH2:10][CH2:9]1)C1C=CC=CC=1.C(OC(OCC)OCC)C, predict the reaction product. The product is: [NH:15]1[C:11]2([CH2:10][CH2:9][NH:8][CH2:18][CH2:17]2)[C:12](=[O:16])[NH:13][CH2:14]1. (2) Given the reactants [CH3:1][O:2][C:3](=[O:10])[C@H:4]([CH2:6][CH:7]([CH3:9])[CH3:8])[NH2:5].C([O-])([O-])=O.[Na+].[Na+].[CH2:17]([O:24][C:25](Cl)=[O:26])[C:18]1[CH:23]=[CH:22][CH:21]=[CH:20][CH:19]=1, predict the reaction product. The product is: [CH3:1][O:2][C:3](=[O:10])[C@H:4]([CH2:6][CH:7]([CH3:9])[CH3:8])[NH:5][C:25]([O:24][CH2:17][C:18]1[CH:23]=[CH:22][CH:21]=[CH:20][CH:19]=1)=[O:26]. (3) Given the reactants [OH:1][CH2:2][CH:3]1[CH2:8][CH2:7][N:6]([C:9]([O:11][C:12]([CH3:15])([CH3:14])[CH3:13])=[O:10])[CH2:5][CH2:4]1.ClC(Cl)(O[C:20](=[O:26])OC(Cl)(Cl)Cl)Cl.[NH2:28][C:29]1[CH:34]=[CH:33][CH:32]=[CH:31][C:30]=1[C:35]1[S:36][CH:37]=[C:38]([C:40]([NH:42][CH3:43])=[O:41])[N:39]=1, predict the reaction product. The product is: [CH3:43][NH:42][C:40]([C:38]1[N:39]=[C:35]([C:30]2[CH:31]=[CH:32][CH:33]=[CH:34][C:29]=2[NH:28][C:20]([O:1][CH2:2][CH:3]2[CH2:8][CH2:7][N:6]([C:9]([O:11][C:12]([CH3:15])([CH3:14])[CH3:13])=[O:10])[CH2:5][CH2:4]2)=[O:26])[S:36][CH:37]=1)=[O:41]. (4) Given the reactants O.[OH-].[Li+].BrC1C=CC(C([O:11][C@H:12]2[C:16]3[N:17]=[CH:18][N:19]=[C:20]([N:21]4[CH2:26][CH2:25][N:24]([C:27]([O:29][C:30]([CH3:33])([CH3:32])[CH3:31])=[O:28])[CH2:23][CH2:22]4)[C:15]=3[C@H:14]([CH3:34])[CH2:13]2)=O)=CC=1.O, predict the reaction product. The product is: [OH:11][C@H:12]1[C:16]2[N:17]=[CH:18][N:19]=[C:20]([N:21]3[CH2:26][CH2:25][N:24]([C:27]([O:29][C:30]([CH3:33])([CH3:32])[CH3:31])=[O:28])[CH2:23][CH2:22]3)[C:15]=2[C@H:14]([CH3:34])[CH2:13]1. (5) Given the reactants [Br-].[O:2]([CH2:9][CH2:10][CH2:11][CH2:12][CH2:13][CH2:14][P+](C1C=CC=CC=1)(C1C=CC=CC=1)C1C=CC=CC=1)[C:3]1[CH:8]=[CH:7][CH:6]=[CH:5][CH:4]=1.C[Si]([N-][Si](C)(C)C)(C)C.[K+].[CH3:44][O:45][C:46]1[CH:53]=[CH:52][CH:51]=[CH:50][C:47]=1[CH:48]=O, predict the reaction product. The product is: [CH3:44][O:45][C:46]1[CH:53]=[CH:52][CH:51]=[CH:50][C:47]=1[CH:48]=[CH:14][CH2:13][CH2:12][CH2:11][CH2:10][CH2:9][O:2][C:3]1[CH:4]=[CH:5][CH:6]=[CH:7][CH:8]=1. (6) Given the reactants Br[C:2]1[CH:3]=[C:4]2[N:10]=[CH:9][N:8]([CH2:11][C:12]3[CH:28]=[CH:27][C:15]4[N:16]=[C:17]([NH:19][C@@H:20]5[CH2:25][CH2:24][CH2:23][CH2:22][C@H:21]5[OH:26])[S:18][C:14]=4[CH:13]=3)[C:5]2=[N:6][CH:7]=1.[CH3:29][S:30]([O-:32])=[O:31].[Na+].CN(C)CCN, predict the reaction product. The product is: [CH3:29][S:30]([C:2]1[CH:3]=[C:4]2[N:10]=[CH:9][N:8]([CH2:11][C:12]3[CH:28]=[CH:27][C:15]4[N:16]=[C:17]([NH:19][C@@H:20]5[CH2:25][CH2:24][CH2:23][CH2:22][C@H:21]5[OH:26])[S:18][C:14]=4[CH:13]=3)[C:5]2=[N:6][CH:7]=1)(=[O:32])=[O:31].